This data is from Full USPTO retrosynthesis dataset with 1.9M reactions from patents (1976-2016). The task is: Predict the reactants needed to synthesize the given product. (1) Given the product [C:1]([C:5]1[C:14]([OH:15])=[CH:13][C:8]2[CH2:9][CH:10]([CH3:12])[O:11][C:7]=2[CH:6]=1)([CH3:2])([CH3:3])[CH3:4], predict the reactants needed to synthesize it. The reactants are: [C:1]([C:5]1[C:14]([O:15]C(=O)C(C)(C)C)=[CH:13][C:8]2[CH2:9][CH:10]([CH3:12])[O:11][C:7]=2[CH:6]=1)([CH3:4])([CH3:3])[CH3:2].[H-].C([Al+]CC(C)C)C(C)C. (2) The reactants are: C([O:3][C:4]([C:6]1([C:9]2[N:27]=[C:12]3[C:13]([O:25][CH3:26])=[CH:14][CH:15]=[C:16]([C:17]4[CH:22]=[CH:21][C:20]([C:23]#[N:24])=[CH:19][CH:18]=4)[N:11]3[N:10]=2)[CH2:8][CH2:7]1)=[O:5])C.[Li+].[OH-]. Given the product [C:23]([C:20]1[CH:19]=[CH:18][C:17]([C:16]2[N:11]3[N:10]=[C:9]([C:6]4([C:4]([OH:5])=[O:3])[CH2:8][CH2:7]4)[N:27]=[C:12]3[C:13]([O:25][CH3:26])=[CH:14][CH:15]=2)=[CH:22][CH:21]=1)#[N:24], predict the reactants needed to synthesize it. (3) Given the product [NH2:29][C:21]1[C:22]([CH3:27])([CH3:28])[S:23](=[O:25])(=[O:26])[CH2:24][C@:19]([C:17]2[CH:18]=[C:13]([NH:12][C:9]([C:6]3[CH:5]=[N:4][C:3]([O:2][CH3:1])=[CH:8][N:7]=3)=[O:11])[CH:14]=[CH:15][C:16]=2[F:31])([CH3:30])[N:20]=1, predict the reactants needed to synthesize it. The reactants are: [CH3:1][O:2][C:3]1[N:4]=[CH:5][C:6]([C:9]([OH:11])=O)=[N:7][CH:8]=1.[NH2:12][C:13]1[CH:14]=[CH:15][C:16]([F:31])=[C:17]([C@:19]2([CH3:30])[CH2:24][S:23](=[O:26])(=[O:25])[C:22]([CH3:28])([CH3:27])[C:21]([NH2:29])=[N:20]2)[CH:18]=1. (4) Given the product [F:1][CH:2]1[CH2:7][CH2:6][N:5]([C:8]2[CH:9]=[C:10]([CH:11]=[C:12]([C:14]([F:17])([F:15])[F:16])[CH:13]=2)[NH2:18])[CH2:4][CH2:3]1, predict the reactants needed to synthesize it. The reactants are: [F:1][CH:2]1[CH2:7][CH2:6][N:5]([C:8]2[CH:13]=[C:12]([C:14]([F:17])([F:16])[F:15])[CH:11]=[C:10]([N+:18]([O-])=O)[CH:9]=2)[CH2:4][CH2:3]1. (5) Given the product [Cl:1][C:2]1[N:3]=[C:4]([N:13]2[CH2:18][CH2:17][O:16][CH2:15][CH:14]2[CH2:19][OH:20])[C:5]([O:9][CH3:10])=[C:6]([Cl:8])[N:7]=1, predict the reactants needed to synthesize it. The reactants are: [Cl:1][C:2]1[N:7]=[C:6]([Cl:8])[C:5]([O:9][CH3:10])=[C:4](Cl)[N:3]=1.Cl.[NH:13]1[CH2:18][CH2:17][O:16][CH2:15][CH:14]1[CH2:19][OH:20].C(N(CC)CC)C. (6) Given the product [Cl:16][C:8]1[CH:7]=[C:6]2[C:11]([C:2]([N:27]3[CH2:26][CH2:25][N:24]([C:30]([O:32][C:33]([CH3:36])([CH3:35])[CH3:34])=[O:31])[CH2:29][CH2:28]3)=[N:3][CH:4]=[N:5]2)=[CH:10][C:9]=1[C:12]([F:15])([F:14])[F:13], predict the reactants needed to synthesize it. The reactants are: Cl[C:2]1[C:11]2[C:6](=[CH:7][C:8]([Cl:16])=[C:9]([C:12]([F:15])([F:14])[F:13])[CH:10]=2)[N:5]=[CH:4][N:3]=1.CCN(CC)CC.[N:24]1([C:30]([O:32][C:33]([CH3:36])([CH3:35])[CH3:34])=[O:31])[CH2:29][CH2:28][NH:27][CH2:26][CH2:25]1.